Dataset: Forward reaction prediction with 1.9M reactions from USPTO patents (1976-2016). Task: Predict the product of the given reaction. (1) Given the reactants Br[C:2]1[CH:7]=[CH:6][CH:5]=[C:4]([CH3:8])[N:3]=1.[CH:9]1([C:15]#[CH:16])[CH2:14][CH2:13][CH2:12][CH2:11][CH2:10]1.CCCCCC, predict the reaction product. The product is: [CH:9]1([C:15]#[C:16][C:2]2[CH:7]=[CH:6][CH:5]=[C:4]([CH3:8])[N:3]=2)[CH2:14][CH2:13][CH2:12][CH2:11][CH2:10]1. (2) Given the reactants [CH:1](=O)[CH3:2].[NH2:4][C:5]1[CH:10]=[CH:9][C:8]([O:11][CH3:12])=[CH:7][C:6]=1[S:13]([NH2:16])(=[O:15])=[O:14], predict the reaction product. The product is: [CH3:12][O:11][C:8]1[CH:9]=[CH:10][C:5]2[NH:4][CH:1]([CH3:2])[NH:16][S:13](=[O:14])(=[O:15])[C:6]=2[CH:7]=1. (3) Given the reactants BrC1C(OC)=C2C(C(=O)C3C(=O)NSC=3N2C2CC2)=CC=1.S.[Na].[Br:24][C:25]1[C:34]([O:35][CH3:36])=[C:33]2[C:28]([C:29](=[O:48])[C:30]([C:43]([O:45][CH2:46][CH3:47])=[O:44])=[C:31]([S:40](C)=O)[N:32]2[CH:37]2[CH2:39][CH2:38]2)=[CH:27][CH:26]=1, predict the reaction product. The product is: [Br:24][C:25]1[C:34]([O:35][CH3:36])=[C:33]2[C:28]([C:29](=[O:48])[C:30]([C:43]([O:45][CH2:46][CH3:47])=[O:44])=[C:31]([SH:40])[N:32]2[CH:37]2[CH2:38][CH2:39]2)=[CH:27][CH:26]=1. (4) Given the reactants [C:1]([C:5]1[CH:10]=[CH:9][CH:8]=[C:7]([CH2:11][CH3:12])[CH:6]=1)([CH3:4])([CH3:3])[CH3:2].[Br:13]N1C(=O)CCC1=O, predict the reaction product. The product is: [Br:13][CH:11]([C:7]1[CH:8]=[CH:9][CH:10]=[C:5]([C:1]([CH3:4])([CH3:3])[CH3:2])[CH:6]=1)[CH3:12]. (5) Given the reactants [C:1]([C:3]([C:23]1[CH:28]=[CH:27][CH:26]=[C:25]([O:29][CH3:30])[CH:24]=1)([C:17]1[CH:22]=[CH:21][CH:20]=[CH:19][CH:18]=1)[CH2:4][CH:5]([N:7]([CH3:16])C(=O)OCC(Cl)(Cl)Cl)[CH3:6])#[N:2].C(O)=O, predict the reaction product. The product is: [CH3:30][O:29][C:25]1[CH:24]=[C:23]([C:3]2([C:17]3[CH:22]=[CH:21][CH:20]=[CH:19][CH:18]=3)[CH2:4][CH:5]([CH3:6])[N:7]([CH3:16])[C:1]2=[NH:2])[CH:28]=[CH:27][CH:26]=1. (6) Given the reactants [NH2:1][CH2:2][C:3]([NH:5][CH:6]([C:14]1[CH:19]=[CH:18][CH:17]=[C:16]([F:20])[CH:15]=1)[C:7]1[CH:12]=[CH:11][CH:10]=[C:9]([F:13])[CH:8]=1)=[O:4].[CH3:21][C:22]1[CH:26]=[CH:25][S:24][C:23]=1[C:27](O)=[O:28], predict the reaction product. The product is: [F:20][C:16]1[CH:15]=[C:14]([CH:6]([NH:5][C:3]([CH2:2][NH:1][C:27]([C:23]2[S:24][CH:25]=[CH:26][C:22]=2[CH3:21])=[O:28])=[O:4])[C:7]2[CH:12]=[CH:11][CH:10]=[C:9]([F:13])[CH:8]=2)[CH:19]=[CH:18][CH:17]=1. (7) Given the reactants F[B-](F)(F)F.[C:6]([PH+](C(C)(C)C)C(C)(C)C)(C)(C)[CH3:7].N#N.Br[C:22]1[CH:23]=[C:24]([NH:28][C:29](=[O:35])[O:30][C:31]([CH3:34])(C)C)[CH:25]=[CH:26][CH:27]=1.[CH2:36]([OH:39])[CH:37]=[CH2:38].C1(N(C)C2CCCCC2)CCCCC1, predict the reaction product. The product is: [CH2:31]([O:30][C:29](=[O:35])[NH:28][C:24]1[CH:25]=[CH:26][CH:27]=[C:22]([CH2:38][CH2:37][CH:36]=[O:39])[CH:23]=1)[CH2:34][CH2:6][CH3:7]. (8) Given the reactants [F:1][CH:2]([F:23])[O:3][C:4]1[CH:5]=[C:6]2[C:11](=[C:12]([F:14])[CH:13]=1)[C:10](=[O:15])[N:9](C(OC(C)(C)C)=O)[CH2:8][CH2:7]2.Cl, predict the reaction product. The product is: [F:23][CH:2]([F:1])[O:3][C:4]1[CH:5]=[C:6]2[C:11](=[C:12]([F:14])[CH:13]=1)[C:10](=[O:15])[NH:9][CH2:8][CH2:7]2. (9) Given the reactants [NH2:1][C:2]1[CH:3]=[C:4]2[C:9](=[C:10]([Br:12])[CH:11]=1)[N:8]=[CH:7][C:6]([C:13]#[N:14])=[C:5]2[NH:15][C:16]1[CH:21]=[CH:20][C:19]([F:22])=[C:18]([Cl:23])[CH:17]=1.Cl.[NH:25]1[CH:29]=[CH:28][N:27]=[C:26]1CC(O)=O.CN([P+](ON1N=NC2C=CC=CC1=2)(N(C)C)N(C)C)C.F[P-](F)(F)(F)(F)F.CN1CC[O:65][CH2:64][CH2:63]1, predict the reaction product. The product is: [Br:12][C:10]1[CH:11]=[C:2]([NH:1][C:64](=[O:65])[CH2:63][C:29]2[NH:25][CH:26]=[N:27][CH:28]=2)[CH:3]=[C:4]2[C:9]=1[N:8]=[CH:7][C:6]([C:13]#[N:14])=[C:5]2[NH:15][C:16]1[CH:21]=[CH:20][C:19]([F:22])=[C:18]([Cl:23])[CH:17]=1. (10) Given the reactants Cl[C:2]1[C:7]([Cl:8])=[CH:6][CH:5]=[CH:4][N:3]=1.[CH3:9][C@@H:10]1[CH2:15][NH:14][CH2:13][CH2:12][NH:11]1.C([O-])([O-])=O.[K+].[K+].CO.C(Cl)(Cl)Cl, predict the reaction product. The product is: [Cl:8][C:7]1[C:2]([N:14]2[CH2:13][CH2:12][NH:11][C@H:10]([CH3:9])[CH2:15]2)=[N:3][CH:4]=[CH:5][CH:6]=1.